Dataset: Full USPTO retrosynthesis dataset with 1.9M reactions from patents (1976-2016). Task: Predict the reactants needed to synthesize the given product. (1) The reactants are: [OH:1][C:2]1[C:10]2[O:9][C:8]([CH3:11])=[C:7]([C:12]([C:14]3[CH:19]=[C:18]([O:20][CH3:21])[C:17]([O:22][CH3:23])=[C:16]([O:24][CH3:25])[CH:15]=3)=[O:13])[C:6]=2[CH:5]=[CH:4][C:3]=1[O:26][CH3:27].C(Br)(Br)(Br)Br.[CH2:33]([O:40][P:41]([O-:50])[O:42][CH2:43][C:44]1[CH:49]=[CH:48][CH:47]=[CH:46][CH:45]=1)[C:34]1[CH:39]=[CH:38][CH:37]=[CH:36][CH:35]=1.C(N(CC)CC)C. Given the product [P:41]([O:1][C:2]1[C:10]2[O:9][C:8]([CH3:11])=[C:7]([C:12](=[O:13])[C:14]3[CH:15]=[C:16]([O:24][CH3:25])[C:17]([O:22][CH3:23])=[C:18]([O:20][CH3:21])[CH:19]=3)[C:6]=2[CH:5]=[CH:4][C:3]=1[O:26][CH3:27])([O:40][CH2:33][C:34]1[CH:39]=[CH:38][CH:37]=[CH:36][CH:35]=1)([O:42][CH2:43][C:44]1[CH:49]=[CH:48][CH:47]=[CH:46][CH:45]=1)=[O:50], predict the reactants needed to synthesize it. (2) Given the product [ClH:1].[NH2:2][C@@H:3]([CH2:10][CH2:11][CH3:12])[C@H:4]([OH:9])[C:5]([N-:16][CH:13]1[CH2:15][CH2:14]1)=[O:7], predict the reactants needed to synthesize it. The reactants are: [ClH:1].[NH2:2][C@@H:3]([CH2:10][CH2:11][CH3:12])[C@H:4]([OH:9])[C:5]([O:7]C)=O.[CH:13]1([NH2:16])[CH2:15][CH2:14]1. (3) Given the product [Cl:11][C:4]1[C:3]([F:12])=[C:2]([C:20]2([OH:33])[C:21]([F:32])([F:31])[C:22]([F:30])([F:29])[C:23]([F:27])([F:28])[C:24]([F:25])([F:26])[C:19]2([F:18])[F:34])[C:7]([F:8])=[C:6]([Cl:9])[C:5]=1[F:10], predict the reactants needed to synthesize it. The reactants are: Cl[C:2]1[C:7]([F:8])=[C:6]([Cl:9])[C:5]([F:10])=[C:4]([Cl:11])[C:3]=1[F:12].C([Li])CCC.[F:18][C:19]1([F:34])[C:24]([F:26])([F:25])[C:23]([F:28])([F:27])[C:22]([F:30])([F:29])[C:21]([F:32])([F:31])[C:20]1=[O:33]. (4) Given the product [OH:13][CH2:12][CH:7]1[C:8]2[CH:9]=[CH:10][CH:11]=[C:2]([C:14]#[N:15])[C:3]=2[CH2:4][CH2:5][O:6]1, predict the reactants needed to synthesize it. The reactants are: Br[C:2]1[CH:11]=[CH:10][CH:9]=[C:8]2[C:3]=1[CH2:4][CH2:5][O:6][CH:7]2[CH2:12][OH:13].[CH3:14][N:15](CCN(C)C)C.